This data is from Tyrosyl-DNA phosphodiesterase HTS with 341,365 compounds. The task is: Binary Classification. Given a drug SMILES string, predict its activity (active/inactive) in a high-throughput screening assay against a specified biological target. (1) The drug is O1c2cc(CN3CCN(CC3)c3nc4c(nc3C(C(OCC(C)C)=O)C#N)cccc4)ccc2OC1. The result is 0 (inactive). (2) The drug is OC(CNCCc1ccccc1)c1ccccc1. The result is 0 (inactive). (3) The molecule is S(Cc1nc(oc1C)c1ccc(CC)cc1)CC(=O)NCc1c(OC)cccc1. The result is 0 (inactive). (4) The molecule is O1C2(C(C(CC2)(C1=O)C)(C)C)C(=O)NCc1occc1. The result is 0 (inactive). (5) The molecule is S1C(N2CCCCC2)=NC(=O)C1CC(=O)Nc1cc(ccc1)C(=O)Nc1nccc(c1)C. The result is 0 (inactive). (6) The molecule is Clc1ccc(CNC(=O)CN2c3c(CCC2=O)cc(S(=O)(=O)N2CCOCC2)cc3)cc1. The result is 0 (inactive). (7) The molecule is OC(=O)c1cc(n2c(ccc2)/C=N\NC(=O)Nc2ccccc2)ccc1. The result is 1 (active). (8) The molecule is S(Cc1c(cccc1)C#N)c1ncccc1C(O)=O. The result is 0 (inactive). (9) The compound is O=C1N(CC(CC1)C(=O)NCCCn1c(ncc1)C)Cc1cc(OC)ccc1. The result is 0 (inactive). (10) The molecule is s1c2c(CCCC2)c(c1NC(=O)Cn1nc(nc1)[N+]([O-])=O)C(OCC)=O. The result is 0 (inactive).